Dataset: Reaction yield outcomes from USPTO patents with 853,638 reactions. Task: Predict the reaction yield, written as a fraction of the theoretical maximum amount of product (1.0 means a 100% yield; for example, 0.34 means a 34% yield). (1) The reactants are [OH:1][CH2:2][C@H:3]1[N:8]2[C:9]3[CH:10]=[CH:11][C:12]([O:16][CH:17]4[CH2:22][CH2:21][N:20]([CH:23]([CH3:25])[CH3:24])[CH2:19][CH2:18]4)=[CH:13][C:14]=3[CH:15]=[C:7]2[C:6](=[O:26])[NH:5][CH2:4]1.[CH3:27]I.[H-].[Na+]. No catalyst specified. The product is [OH:1][CH2:2][C@H:3]1[N:8]2[C:9]3[CH:10]=[CH:11][C:12]([O:16][CH:17]4[CH2:22][CH2:21][N:20]([CH:23]([CH3:24])[CH3:25])[CH2:19][CH2:18]4)=[CH:13][C:14]=3[CH:15]=[C:7]2[C:6](=[O:26])[N:5]([CH3:27])[CH2:4]1. The yield is 0.160. (2) The reactants are Cl[C:2]1[CH:3]=[CH:4][N:5]2[C:10]([C:11]=1[CH3:12])=[C:9]([CH:13]1[CH2:15][CH2:14]1)[CH:8]=[C:7]([C:16]([O:18][CH3:19])=[O:17])[C:6]2=[O:20].[CH3:21][N:22]([CH3:32])[C:23]1[CH:28]=[CH:27][C:26](B(O)O)=[CH:25][CH:24]=1. No catalyst specified. The product is [CH3:21][N:22]([CH3:32])[C:23]1[CH:28]=[CH:27][C:26]([C:2]2[CH:3]=[CH:4][N:5]3[C:10]([C:11]=2[CH3:12])=[C:9]([CH:13]2[CH2:15][CH2:14]2)[CH:8]=[C:7]([C:16]([O:18][CH3:19])=[O:17])[C:6]3=[O:20])=[CH:25][CH:24]=1. The yield is 0.310. (3) The reactants are [Cl:1][C:2]1[CH:3]=[C:4]2[C:9](=[CH:10][C:11]=1[O:12][C:13]1[CH:18]=[CH:17][C:16]([C:19](=[O:32])[NH:20][CH2:21][CH:22]([C:24]3[CH:29]=[CH:28][C:27]([Cl:30])=[CH:26][C:25]=3Cl)[F:23])=[CH:15][CH:14]=1)[O:8][CH2:7][CH2:6][CH:5]2[C:33]([OH:35])=[O:34].C[O-].[Na+:38]. The catalyst is CO. The product is [Cl:1][C:2]1[CH:3]=[C:4]2[C:9](=[CH:10][C:11]=1[O:12][C:13]1[CH:18]=[CH:17][C:16]([C:19](=[O:32])[NH:20][CH2:21][CH:22]([C:24]3[CH:25]=[CH:26][C:27]([Cl:30])=[CH:28][CH:29]=3)[F:23])=[CH:15][CH:14]=1)[O:8][CH2:7][CH2:6][CH:5]2[C:33]([O-:35])=[O:34].[Na+:38]. The yield is 0.961. (4) The reactants are Cl[C:2]1[N:7]=[CH:6][N:5]=[C:4]([NH2:8])[C:3]=1[C:9]1[CH:13]=[CH:12][O:11][N:10]=1.[NH2:14][C@H:15]([C:18]1[N:27]([CH:28]2[CH2:30][CH2:29]2)[C:26](=[O:31])[C:25]2[C:20](=[CH:21][CH:22]=[CH:23][C:24]=2[Cl:32])[N:19]=1)[CH2:16][CH3:17].C(N(CC)C(C)C)(C)C. No catalyst specified. The product is [NH2:8][C:4]1[N:5]=[CH:6][N:7]=[C:2]([NH:14][C@H:15]([C:18]2[N:27]([CH:28]3[CH2:29][CH2:30]3)[C:26](=[O:31])[C:25]3[C:20](=[CH:21][CH:22]=[CH:23][C:24]=3[Cl:32])[N:19]=2)[CH2:16][CH3:17])[C:3]=1[C:9]1[CH:13]=[CH:12][O:11][N:10]=1. The yield is 0.360. (5) The reactants are [CH:1]1([C:6]([O:8]CC)=O)[CH2:5][CH2:4][CH2:3][CH2:2]1.[C:11](#[N:13])[CH3:12].[H-].[Na+]. The catalyst is C1COCC1. The product is [CH:1]1([C:6](=[O:8])[CH2:12][C:11]#[N:13])[CH2:2][CH2:3][CH2:4][CH2:5]1. The yield is 0.900. (6) The reactants are [C:1](Cl)(=[O:3])[CH3:2].C(=O)([O-])[O-].[K+].[K+].[F:11][C:12](=[C:17]([F:19])[F:18])[CH2:13][CH2:14][CH2:15][OH:16]. No catalyst specified. The product is [C:1]([O:16][CH2:15][CH2:14][CH2:13][C:12]([F:11])=[C:17]([F:19])[F:18])(=[O:3])[CH3:2]. The yield is 0.910. (7) The reactants are Cl[CH2:2][C:3]1[CH:12]=[CH:11][C:10]2[C:5](=[CH:6][CH:7]=[CH:8][CH:9]=2)[N:4]=1.[CH3:13][C:14]1([CH3:28])[C:18]([CH3:20])([CH3:19])[O:17][B:16]([C:21]2[CH:26]=[CH:25][C:24]([OH:27])=[CH:23][CH:22]=2)[O:15]1. No catalyst specified. The product is [CH3:19][C:18]1([CH3:20])[C:14]([CH3:13])([CH3:28])[O:15][B:16]([C:21]2[CH:26]=[CH:25][C:24]([O:27][CH2:2][C:3]3[CH:12]=[CH:11][C:10]4[C:5](=[CH:6][CH:7]=[CH:8][CH:9]=4)[N:4]=3)=[CH:23][CH:22]=2)[O:17]1. The yield is 0.900. (8) The reactants are C1C(=O)N([Cl:8])C(=O)C1.[CH3:9][N:10]1[C:14]([C:15]2[CH:16]=[C:17]([C:20]([O:22][CH3:23])=[O:21])[S:18][CH:19]=2)=[C:13]([CH3:24])[CH:12]=[N:11]1. The catalyst is O1CCCC1. The product is [Cl:8][C:12]1[C:13]([CH3:24])=[C:14]([C:15]2[CH:16]=[C:17]([C:20]([O:22][CH3:23])=[O:21])[S:18][CH:19]=2)[N:10]([CH3:9])[N:11]=1. The yield is 0.910. (9) The reactants are [H-].[Na+].[CH3:3][C:4]1[CH:9]=[C:8]([CH3:10])[CH:7]=[C:6]([CH3:11])[C:5]=1[OH:12].[Cl:13][C:14]1[N:15]=[C:16](Cl)[C:17]2[CH:22]=[CH:21][S:20][C:18]=2[N:19]=1. The catalyst is C1COCC1.O. The product is [Cl:13][C:14]1[N:15]=[C:16]([O:12][C:5]2[C:6]([CH3:11])=[CH:7][C:8]([CH3:10])=[CH:9][C:4]=2[CH3:3])[C:17]2[CH:22]=[CH:21][S:20][C:18]=2[N:19]=1. The yield is 0.970. (10) The reactants are [OH:1][C:2]1[CH:3]=[C:4]2[C:9](=[CH:10][CH:11]=1)[CH:8]=[C:7]([CH:12]1[CH2:17][CH2:16][N:15]([C:18]([O:20][C:21]([CH3:24])([CH3:23])[CH3:22])=[O:19])[CH2:14][CH2:13]1)[CH:6]=[CH:5]2.N1C(C)=CC=CC=1C.[S:33](O[S:33]([C:36]([F:39])([F:38])[F:37])(=[O:35])=[O:34])([C:36]([F:39])([F:38])[F:37])(=[O:35])=[O:34]. The catalyst is ClCCl. The product is [F:37][C:36]([F:39])([F:38])[S:33]([O:1][C:2]1[CH:3]=[C:4]2[C:9](=[CH:10][CH:11]=1)[CH:8]=[C:7]([CH:12]1[CH2:17][CH2:16][N:15]([C:18]([O:20][C:21]([CH3:24])([CH3:23])[CH3:22])=[O:19])[CH2:14][CH2:13]1)[CH:6]=[CH:5]2)(=[O:35])=[O:34]. The yield is 0.790.